This data is from NCI-60 drug combinations with 297,098 pairs across 59 cell lines. The task is: Regression. Given two drug SMILES strings and cell line genomic features, predict the synergy score measuring deviation from expected non-interaction effect. (1) Drug 1: C1CCC(C1)C(CC#N)N2C=C(C=N2)C3=C4C=CNC4=NC=N3. Synergy scores: CSS=10.0, Synergy_ZIP=-5.95, Synergy_Bliss=-5.98, Synergy_Loewe=-15.6, Synergy_HSA=-4.42. Drug 2: CC1=C(N=C(N=C1N)C(CC(=O)N)NCC(C(=O)N)N)C(=O)NC(C(C2=CN=CN2)OC3C(C(C(C(O3)CO)O)O)OC4C(C(C(C(O4)CO)O)OC(=O)N)O)C(=O)NC(C)C(C(C)C(=O)NC(C(C)O)C(=O)NCCC5=NC(=CS5)C6=NC(=CS6)C(=O)NCCC[S+](C)C)O. Cell line: NCI-H226. (2) Drug 1: CS(=O)(=O)CCNCC1=CC=C(O1)C2=CC3=C(C=C2)N=CN=C3NC4=CC(=C(C=C4)OCC5=CC(=CC=C5)F)Cl. Drug 2: C1CN1C2=NC(=NC(=N2)N3CC3)N4CC4. Cell line: LOX IMVI. Synergy scores: CSS=36.3, Synergy_ZIP=4.12, Synergy_Bliss=4.39, Synergy_Loewe=-12.7, Synergy_HSA=-1.07.